Dataset: Full USPTO retrosynthesis dataset with 1.9M reactions from patents (1976-2016). Task: Predict the reactants needed to synthesize the given product. (1) Given the product [CH2:36]([C:11]1[C:12]([NH:17][C@H:18]2[C@@H:22]([O:23][CH2:24][CH3:25])[CH2:21][N:20]([C:26]([O:28][CH2:29][C:30]3[CH:31]=[CH:32][CH:33]=[CH:34][CH:35]=3)=[O:27])[CH2:19]2)=[N:13][C:14]([CH2:15][CH3:16])=[C:9]([C:45]2[C:46]([CH3:48])=[N:47][C:42]([O:41][CH3:40])=[CH:43][CH:44]=2)[N:10]=1)[CH3:37], predict the reactants needed to synthesize it. The reactants are: CN(C)C1N=CC([C:9]2[N:10]=[C:11]([CH2:36][CH3:37])[C:12]([NH:17][C@H:18]3[C@@H:22]([O:23][CH2:24][CH3:25])[CH2:21][N:20]([C:26]([O:28][CH2:29][C:30]4[CH:35]=[CH:34][CH:33]=[CH:32][CH:31]=4)=[O:27])[CH2:19]3)=[N:13][C:14]=2[CH2:15][CH3:16])=C(C)C=1.[CH3:40][O:41][C:42]1[N:47]=[C:46]([CH3:48])[C:45](B(O)O)=[CH:44][CH:43]=1. (2) The reactants are: [CH2:1]([C:3]1[CH:8]=[CH:7][C:6]([C:9]2[S:13][C:12]([C@:14]3([CH2:29][C:30]([O:32]C(C)(C)C)=[O:31])[S:20](=[O:22])(=[O:21])[CH2:19][CH2:18][N:17]([S:23]([CH2:26][CH2:27][CH3:28])(=[O:25])=[O:24])[CH2:16][CH2:15]3)=[CH:11][CH:10]=2)=[CH:5][CH:4]=1)[CH3:2]. Given the product [CH2:1]([C:3]1[CH:4]=[CH:5][C:6]([C:9]2[S:13][C:12]([C@:14]3([CH2:29][C:30]([OH:32])=[O:31])[S:20](=[O:21])(=[O:22])[CH2:19][CH2:18][N:17]([S:23]([CH2:26][CH2:27][CH3:28])(=[O:25])=[O:24])[CH2:16][CH2:15]3)=[CH:11][CH:10]=2)=[CH:7][CH:8]=1)[CH3:2], predict the reactants needed to synthesize it. (3) Given the product [Cl:1][C:2]1[N:10]=[C:9]2[C:5]([N:6]=[CH:7][N:8]2[CH2:25][CH3:26])=[C:4]([NH:11][C:12]2[CH:13]=[CH:14][C:15]([Cl:18])=[CH:16][CH:17]=2)[N:3]=1, predict the reactants needed to synthesize it. The reactants are: [Cl:1][C:2]1[N:10]=[C:9]2[C:5]([N:6]=[CH:7][NH:8]2)=[C:4]([NH:11][C:12]2[CH:17]=[CH:16][C:15]([Cl:18])=[CH:14][CH:13]=2)[N:3]=1.C(=O)([O-])[O-].[K+].[K+].[CH2:25](I)[CH3:26]. (4) Given the product [C:39]([NH:1][C:2]1[CH:3]=[C:4]([C:9]2[C:10]([C@@H:15]([NH:25][C:26](=[O:38])[CH2:27][C:28]3[C:36]4[C:31](=[CH:32][CH:33]=[C:34]([F:37])[CH:35]=4)[NH:30][CH:29]=3)[CH2:16][C:17]3[CH:22]=[C:21]([F:23])[CH:20]=[C:19]([F:24])[CH:18]=3)=[N:11][CH:12]=[CH:13][CH:14]=2)[CH:5]=[CH:6][C:7]=1[F:8])(=[O:41])[CH3:40], predict the reactants needed to synthesize it. The reactants are: [NH2:1][C:2]1[CH:3]=[C:4]([C:9]2[C:10]([C@@H:15]([NH:25][C:26](=[O:38])[CH2:27][C:28]3[C:36]4[C:31](=[CH:32][CH:33]=[C:34]([F:37])[CH:35]=4)[NH:30][CH:29]=3)[CH2:16][C:17]3[CH:22]=[C:21]([F:23])[CH:20]=[C:19]([F:24])[CH:18]=3)=[N:11][CH:12]=[CH:13][CH:14]=2)[CH:5]=[CH:6][C:7]=1[F:8].[C:39](Cl)(=[O:41])[CH3:40].CCN(C(C)C)C(C)C. (5) Given the product [N+:15]([C:12]1[CH:13]=[CH:14][C:9]([CH2:8][N:18]2[CH:22]=[CH:21][N:20]=[CH:19]2)=[CH:10][CH:11]=1)([O-:17])=[O:16], predict the reactants needed to synthesize it. The reactants are: C(=O)([O-])[O-].[K+].[K+].Br[CH2:8][C:9]1[CH:14]=[CH:13][C:12]([N+:15]([O-:17])=[O:16])=[CH:11][CH:10]=1.[NH:18]1[CH:22]=[CH:21][N:20]=[CH:19]1. (6) Given the product [OH:25][C@H:20]1[CH2:21][CH2:22][CH2:23][CH2:24][C@@H:19]1[N:14]1[CH2:13][C:12]2[C:11]3[CH:26]=[CH:27][CH:28]=[CH:29][C:10]=3[C:9]([CH2:8][C:5]3[CH:4]=[CH:3][C:2]([C:30]#[N:31])=[N:7][CH:6]=3)=[CH:17][C:16]=2[C:15]1=[O:18], predict the reactants needed to synthesize it. The reactants are: Cl[C:2]1[N:7]=[CH:6][C:5]([CH2:8][C:9]2[C:10]3[CH:29]=[CH:28][CH:27]=[CH:26][C:11]=3[C:12]3[CH2:13][N:14]([C@H:19]4[CH2:24][CH2:23][CH2:22][CH2:21][C@@H:20]4[OH:25])[C:15](=[O:18])[C:16]=3[CH:17]=2)=[CH:4][CH:3]=1.[CH3:30][N:31](C)C=O.